From a dataset of Drug-target binding data from BindingDB using IC50 measurements. Regression. Given a target protein amino acid sequence and a drug SMILES string, predict the binding affinity score between them. We predict pIC50 (pIC50 = -log10(IC50 in M); higher means more potent). Dataset: bindingdb_ic50. (1) The drug is Cc1ccc(C=Nn2c(-c3cnccn3)n[nH]c2=S)cc1. The target protein sequence is MYTKIIGTGSYLPEQVRTNADLEKMVDTSDEWIVTRTGIRERHIAAPNETVSTMGFEAATRAIEMAGIEKDQIGLIVVATTSATHAFPSAACQIQSMLGIKGCPAFDVAAACAGFTYALSVADQYVKSGAVKYALVVGSDVLARTCDPTDRGTIIIFGDGAGAAVLAASEEPGIISTHLHADGSYGELLTLPNADRVNPENSIHLTMAGNEVFKVAVTELAHIVDETLAANNLDRSQLDWLVPHQANLRIISATAKKLGMSMDNVVVTLDRHGNTSAASVPCALDEAVRDGRIKPGQLVLLEAFGGGFTWGSALVRF. The pIC50 is 4.6. (2) The compound is CCCc1cncn1CC1CC1. The target protein (P00183) has sequence MTTETIQSNANLAPLPPHVPEHLVFDFDMYNPSNLSAGVQEAWAVLQESNVPDLVWTRCNGGHWIATRGQLIREAYEDYRHFSSECPFIPREAGEAYDFIPTSMDPPEQRQFRALANQVVGMPVVDKLENRIQELACSLIESLRPQGQCNFTEDYAEPFPIRIFMLLAGLPEEDIPHLKYLTDQMTRPDGSMTFAEAKEALYDYLIPIIEQRRQKPGTDAISIVANGQVNGRPITSDEAKRMCGLLLVGGLDTVVNFLSFSMEFLAKSPEHRQELIERPERIPAACEELLRRFSLVADGRILTSDYEFHGVQLKKGDQILLPQMLSGLDERENACPMHVDFSRQKVSHTTFGHGSHLCLGQHLARREIIVTLKEWLTRIPDFSIAPGAQIQHKSGIVSGVQALPLVWDPATTKAV. The pIC50 is 4.4.